Dataset: Reaction yield outcomes from USPTO patents with 853,638 reactions. Task: Predict the reaction yield, written as a fraction of the theoretical maximum amount of product (1.0 means a 100% yield; for example, 0.34 means a 34% yield). The reactants are [CH:1]1([CH2:7][CH2:8][C:9](Cl)=[O:10])[CH2:6][CH2:5][CH2:4][CH2:3][CH2:2]1.[CH3:12][CH:13]([CH3:36])[CH:14]([NH:19][C:20]([C:22]1[S:23][C:24]([C:27]2[CH:32]=[CH:31][C:30]([N+:33]([O-])=O)=[CH:29][CH:28]=2)=[CH:25][N:26]=1)=[O:21])[C:15]([O:17][CH3:18])=[O:16]. No catalyst specified. The product is [CH:1]1([CH2:7][CH2:8][C:9]([NH:33][C:30]2[CH:31]=[CH:32][C:27]([C:24]3[S:23][C:22]([C:20]([NH:19][CH:14]([CH:13]([CH3:36])[CH3:12])[C:15]([O:17][CH3:18])=[O:16])=[O:21])=[N:26][CH:25]=3)=[CH:28][CH:29]=2)=[O:10])[CH2:6][CH2:5][CH2:4][CH2:3][CH2:2]1. The yield is 0.490.